This data is from Reaction yield outcomes from USPTO patents with 853,638 reactions. The task is: Predict the reaction yield, written as a fraction of the theoretical maximum amount of product (1.0 means a 100% yield; for example, 0.34 means a 34% yield). (1) The reactants are [C:1]1([C:7]2[C:15]3[C:10](=[CH:11][CH:12]=[C:13]([NH:16][C:17]([C:19]4[CH:28]=[CH:27][C:22]([C:23]([O:25]C)=[O:24])=[CH:21][CH:20]=4)=[O:18])[CH:14]=3)[NH:9][N:8]=2)[CH:6]=[CH:5][CH:4]=[CH:3][CH:2]=1.[OH-].[Li+].Cl. The catalyst is O1CCCC1.O. The product is [C:1]1([C:7]2[C:15]3[C:10](=[CH:11][CH:12]=[C:13]([NH:16][C:17]([C:19]4[CH:20]=[CH:21][C:22]([C:23]([OH:25])=[O:24])=[CH:27][CH:28]=4)=[O:18])[CH:14]=3)[NH:9][N:8]=2)[CH:6]=[CH:5][CH:4]=[CH:3][CH:2]=1. The yield is 0.700. (2) The reactants are [OH:1][C:2]1[C:9]([O:10][CH3:11])=[CH:8][CH:7]=[CH:6][C:3]=1[CH:4]=[O:5].C([O-])([O-])=O.[K+].[K+].[CH2:18]([O:20][CH:21]([O:24][CH2:25][CH3:26])[CH2:22]Br)[CH3:19]. The catalyst is CN(C=O)C. The product is [CH2:18]([O:20][CH:21]([O:24][CH2:25][CH3:26])[CH2:22][O:1][C:2]1[C:9]([O:10][CH3:11])=[CH:8][CH:7]=[CH:6][C:3]=1[CH:4]=[O:5])[CH3:19]. The yield is 0.360. (3) The reactants are [CH2:1]([C@@H:8]1[NH:13][CH2:12][CH2:11][N:10]([C:14]2[CH:19]=[CH:18][C:17]([O:20][CH3:21])=[C:16]([O:22][CH:23]3[CH2:27][CH2:26][CH2:25][CH2:24]3)[CH:15]=2)[CH2:9]1)[C:2]1[CH:7]=[CH:6][CH:5]=[CH:4][CH:3]=1.[CH2:28]([N:30]=[C:31]=[O:32])[CH3:29]. The catalyst is C(Cl)Cl. The product is [CH2:28]([NH:30][C:31]([N:13]1[CH2:12][CH2:11][N:10]([C:14]2[CH:19]=[CH:18][C:17]([O:20][CH3:21])=[C:16]([O:22][CH:23]3[CH2:27][CH2:26][CH2:25][CH2:24]3)[CH:15]=2)[CH2:9][C@@H:8]1[CH2:1][C:2]1[CH:3]=[CH:4][CH:5]=[CH:6][CH:7]=1)=[O:32])[CH3:29]. The yield is 0.690.